This data is from Full USPTO retrosynthesis dataset with 1.9M reactions from patents (1976-2016). The task is: Predict the reactants needed to synthesize the given product. (1) The reactants are: [CH3:1][O:2][C:3]1[CH:11]=[CH:10][C:9]([F:12])=[CH:8][C:4]=1[C:5]([OH:7])=O.Cl.[CH2:14]([O:16][CH2:17][CH2:18][N:19]1[C:23]2[CH:24]=[CH:25][CH:26]=[CH:27][C:22]=2[N:21]=[C:20]1[N:28]1[CH2:34][CH2:33][CH2:32][N:31]([CH2:35][CH2:36][C:37]2([C:42]3[CH:47]=[CH:46][CH:45]=[CH:44][CH:43]=3)[CH2:41][CH2:40][NH:39][CH2:38]2)[CH2:30][CH2:29]1)[CH3:15]. Given the product [CH3:1][O:2][C:3]1[CH:11]=[CH:10][C:9]([F:12])=[CH:8][C:4]=1[C:5]([N:39]1[CH2:40][CH2:41][C:37]([CH2:36][CH2:35][N:31]2[CH2:32][CH2:33][CH2:34][N:28]([C:20]3[N:19]([CH2:18][CH2:17][O:16][CH2:14][CH3:15])[C:23]4[CH:24]=[CH:25][CH:26]=[CH:27][C:22]=4[N:21]=3)[CH2:29][CH2:30]2)([C:42]2[CH:47]=[CH:46][CH:45]=[CH:44][CH:43]=2)[CH2:38]1)=[O:7], predict the reactants needed to synthesize it. (2) Given the product [N:17]1([C:25]([CH2:27][N:28]2[C:34]3[C:35]([CH3:39])=[CH:36][CH:37]=[CH:38][C:33]=3[C:32]([CH:40]=[CH:11][C:12]([O:14][CH2:15][CH3:16])=[O:13])=[N:31][CH:30]([NH:42][C:43]([NH:45][C:46]3[CH:51]=[CH:50][CH:49]=[C:48]([CH3:52])[CH:47]=3)=[O:44])[C:29]2=[O:53])=[O:26])[CH2:24][CH2:23][CH2:22][CH2:21][CH2:20][CH2:19][CH2:18]1, predict the reactants needed to synthesize it. The reactants are: [H-].[Na+].C(OP([CH2:11][C:12]([O:14][CH2:15][CH3:16])=[O:13])(OCC)=O)C.[N:17]1([C:25]([CH2:27][N:28]2[C:34]3[C:35]([CH3:39])=[CH:36][CH:37]=[CH:38][C:33]=3[C:32]([CH:40]=O)=[N:31][CH:30]([NH:42][C:43]([NH:45][C:46]3[CH:51]=[CH:50][CH:49]=[C:48]([CH3:52])[CH:47]=3)=[O:44])[C:29]2=[O:53])=[O:26])[CH2:24][CH2:23][CH2:22][CH2:21][CH2:20][CH2:19][CH2:18]1.Cl. (3) Given the product [F:1][C:2]1[C:7]([C:8]2[CH:13]=[CH:12][CH:11]=[C:10]([CH3:14])[CH:9]=2)=[C:6]([CH:15]([OH:16])[C@@H:17]2[O:22][CH2:21][CH2:20][N:19]([C:23]([O:25][C:26]([CH3:28])([CH3:27])[CH3:29])=[O:24])[CH2:18]2)[CH:5]=[CH:4][CH:3]=1, predict the reactants needed to synthesize it. The reactants are: [F:1][C:2]1[CH:3]=[CH:4][CH:5]=[C:6]([C:15]([C@@H:17]2[O:22][CH2:21][CH2:20][N:19]([C:23]([O:25][C:26]([CH3:29])([CH3:28])[CH3:27])=[O:24])[CH2:18]2)=[O:16])[C:7]=1[C:8]1[CH:13]=[CH:12][CH:11]=[C:10]([CH3:14])[CH:9]=1.[BH4-].[Na+]. (4) Given the product [OH:28][C:25]([C:22]1[N:23]=[CH:24][C:19]([C:2]2[N:7]=[C:6]3[N:8]([CH2:13][CH2:14][O:15][CH3:16])[C:9](=[O:12])[CH2:10][NH:11][C:5]3=[N:4][CH:3]=2)=[CH:20][CH:21]=1)([CH3:27])[CH3:26], predict the reactants needed to synthesize it. The reactants are: Br[C:2]1[N:7]=[C:6]2[N:8]([CH2:13][CH2:14][O:15][CH3:16])[C:9](=[O:12])[CH2:10][NH:11][C:5]2=[N:4][CH:3]=1.C[Sn](C)(C)[C:19]1[CH:20]=[CH:21][C:22]([C:25]([OH:28])([CH3:27])[CH3:26])=[N:23][CH:24]=1.